Task: Predict the product of the given reaction.. Dataset: Forward reaction prediction with 1.9M reactions from USPTO patents (1976-2016) (1) Given the reactants [CH2:1]([C:3]1[CH:31]=[CH:30][C:6]([C:7]([N:9]2[CH2:14][CH2:13][C:12]3([O:19][C:18]4[CH:20]=[C:21]([C:24](O)=[O:25])[CH:22]=[CH:23][C:17]=4[N:16]4[CH:27]=[CH:28][CH:29]=[C:15]34)[CH2:11][CH2:10]2)=[O:8])=[CH:5][C:4]=1[O:32][CH3:33])[CH3:2].[CH3:34][N:35](C(ON1N=NC2C=CC=NC1=2)=[N+](C)C)[CH3:36].F[P-](F)(F)(F)(F)F.Cl.CNC.CCN(C(C)C)C(C)C, predict the reaction product. The product is: [CH2:1]([C:3]1[CH:31]=[CH:30][C:6]([C:7]([N:9]2[CH2:14][CH2:13][C:12]3([O:19][C:18]4[CH:20]=[C:21]([C:24]([N:35]([CH3:36])[CH3:34])=[O:25])[CH:22]=[CH:23][C:17]=4[N:16]4[CH:27]=[CH:28][CH:29]=[C:15]34)[CH2:11][CH2:10]2)=[O:8])=[CH:5][C:4]=1[O:32][CH3:33])[CH3:2]. (2) Given the reactants [C:1](N1C=CN=C1)(N1C=CN=C1)=[O:2].S(O)(O)(=O)=O.[NH2:18][C:19]1[NH:20][CH:21]=[CH:22][N:23]=1.CCN(C(C)C)C(C)C.[CH3:33][C:34]1[C:35]([CH2:40][N:41]([CH2:48][C:49]2[C:54]([CH3:55])=[CH:53][CH:52]=[CH:51][N:50]=2)[CH:42]2[CH2:47][CH2:46][NH:45][CH2:44][CH2:43]2)=[N:36][CH:37]=[CH:38][CH:39]=1, predict the reaction product. The product is: [NH:20]1[CH:21]=[CH:22][N:23]=[C:19]1[NH:18][C:1]([N:45]1[CH2:46][CH2:47][CH:42]([N:41]([CH2:48][C:49]2[C:54]([CH3:55])=[CH:53][CH:52]=[CH:51][N:50]=2)[CH2:40][C:35]2[C:34]([CH3:33])=[CH:39][CH:38]=[CH:37][N:36]=2)[CH2:43][CH2:44]1)=[O:2]. (3) Given the reactants [Si:1]([O:8][C@H:9]1[CH2:14][CH2:13][C@H:12]([CH2:15]OS(C2C=CC(C)=CC=2)(=O)=O)[CH2:11][CH2:10]1)([C:4]([CH3:7])([CH3:6])[CH3:5])([CH3:3])[CH3:2].[CH2:27]([CH2:29][NH2:30])[OH:28], predict the reaction product. The product is: [Si:1]([O:8][C@H:9]1[CH2:10][CH2:11][C@H:12]([CH2:15][NH:30][CH2:29][CH2:27][OH:28])[CH2:13][CH2:14]1)([C:4]([CH3:5])([CH3:6])[CH3:7])([CH3:2])[CH3:3]. (4) Given the reactants [NH2:1][C:2]1[S:6][C:5]2[CH2:7][CH2:8][CH2:9][CH2:10][C:4]=2[C:3]=1[C:11]([C:13]1[CH:18]=[CH:17][C:16]([O:19][CH3:20])=[CH:15][CH:14]=1)=O.[F:21][C:22]([F:30])([F:29])[C:23](=[O:28])[CH2:24][C:25](=O)[CH3:26], predict the reaction product. The product is: [F:21][C:22]([F:30])([F:29])[C:23]([C:24]1[C:11]([C:13]2[CH:18]=[CH:17][C:16]([O:19][CH3:20])=[CH:15][CH:14]=2)=[C:3]2[C:4]3[CH2:10][CH2:9][CH2:8][CH2:7][C:5]=3[S:6][C:2]2=[N:1][C:25]=1[CH3:26])=[O:28]. (5) Given the reactants [CH3:1][O:2][CH2:3][CH2:4][O:5][C:6]1[CH:7]=[C:8]2[C:20]([NH:21][C:22]3[CH:23]=[CH:24][CH:25]=[C:26]([C:28]#[CH:29])[CH:27]=3)=[N:19][CH:18]=[N:17][C:9]2=[CH:10][C:11]=1[O:12][CH2:13][CH2:14][O:15][CH3:16].Cl.N, predict the reaction product. The product is: [CH3:1][O:2][CH2:3][CH2:4][O:5][C:6]1[CH:7]=[C:8]2[C:20]([NH:21][C:22]3[CH:27]=[C:26]([C:28]#[CH:29])[CH:25]=[CH:24][CH:23]=3)=[N:19][CH:18]=[N:17][C:9]2=[CH:10][C:11]=1[O:12][CH2:13][CH2:14][O:15][CH3:16].